From a dataset of Full USPTO retrosynthesis dataset with 1.9M reactions from patents (1976-2016). Predict the reactants needed to synthesize the given product. Given the product [F:25][C:20]1[CH:19]=[C:18]([C:7]2[N:8]3[CH2:9][C:10]4[CH:11]=[CH:12][CH:13]=[CH:14][C:15]=4[CH2:16][C:17]3=[C:5]([CH2:3][OH:2])[C:6]=2[CH2:26][OH:27])[CH:23]=[CH:22][C:21]=1[F:24], predict the reactants needed to synthesize it. The reactants are: C[O:2][C:3]([C:5]1[C:6]([C:26](OC)=[O:27])=[C:7]([C:18]2[CH:23]=[CH:22][C:21]([F:24])=[C:20]([F:25])[CH:19]=2)[N:8]2[C:17]=1[CH2:16][C:15]1[CH:14]=[CH:13][CH:12]=[CH:11][C:10]=1[CH2:9]2)=O.[H-].[H-].[H-].[H-].[Li+].[Al+3].